From a dataset of Catalyst prediction with 721,799 reactions and 888 catalyst types from USPTO. Predict which catalyst facilitates the given reaction. (1) Reactant: [CH3:1][C:2]1[CH:20]=[CH:19][C:5]([C:6]([NH:8][CH:9]2[C:14]([CH3:16])([CH3:15])[CH:13]3[CH2:17][C:10]2([CH3:18])[CH2:11][CH2:12]3)=[O:7])=[CH:4][C:3]=1[S:21]([N:24]1[CH2:29][CH2:28][NH:27][CH2:26][CH2:25]1)(=[O:23])=[O:22].[CH3:30][O:31][C:32](=[O:35])[CH2:33]Br.C(OC(=O)C)C.CCCCCC. Product: [CH3:30][O:31][C:32](=[O:35])[CH2:33][N:27]1[CH2:28][CH2:29][N:24]([S:21]([C:3]2[CH:4]=[C:5]([C:6](=[O:7])[NH:8][CH:9]3[C:14]([CH3:15])([CH3:16])[CH:13]4[CH2:17][C:10]3([CH3:18])[CH2:11][CH2:12]4)[CH:19]=[CH:20][C:2]=2[CH3:1])(=[O:23])=[O:22])[CH2:25][CH2:26]1. The catalyst class is: 4. (2) Reactant: [OH:1][C:2]1[C:7]([O:8][CH3:9])=[CH:6][C:5]([CH2:10][C:11]([OH:13])=[O:12])=[CH:4][C:3]=1[O:14][CH3:15].[CH3:16]O.S(=O)(=O)(O)O. Product: [CH3:16][O:12][C:11](=[O:13])[CH2:10][C:5]1[CH:4]=[C:3]([O:14][CH3:15])[C:2]([OH:1])=[C:7]([O:8][CH3:9])[CH:6]=1. The catalyst class is: 13. (3) Reactant: [H-].[Na+].[N:3]1([CH2:9][CH2:10][OH:11])[CH2:8][CH2:7][CH2:6][CH2:5][CH2:4]1.Cl[C:13]1[C:14]2[C:21]([C:22]3[CH:27]=[CH:26][CH:25]=[CH:24][CH:23]=3)=[CH:20][S:19][C:15]=2[N:16]=[CH:17][N:18]=1. Product: [C:22]1([C:21]2[C:14]3[C:13]([O:11][CH2:10][CH2:9][N:3]4[CH2:8][CH2:7][CH2:6][CH2:5][CH2:4]4)=[N:18][CH:17]=[N:16][C:15]=3[S:19][CH:20]=2)[CH:23]=[CH:24][CH:25]=[CH:26][CH:27]=1. The catalyst class is: 20.